Dataset: Forward reaction prediction with 1.9M reactions from USPTO patents (1976-2016). Task: Predict the product of the given reaction. (1) Given the reactants Cl[C:2](OC1C=CC([N+]([O-])=O)=CC=1)=[O:3].[NH2:14][C:15]1[C:20]([C:21]([F:24])([F:23])[F:22])=[CH:19][C:18]([CH2:25][C@@H:26]([OH:32])[C:27]([O:29][CH2:30][CH3:31])=[O:28])=[CH:17][C:16]=1[Cl:33].[NH:34]1[CH2:39][CH2:38][CH:37]([N:40]2[CH2:46][CH2:45][C:44]3[CH:47]=[CH:48][CH:49]=[CH:50][C:43]=3[NH:42][C:41]2=[O:51])[CH2:36][CH2:35]1, predict the reaction product. The product is: [O:51]=[C:41]1[NH:42][C:43]2[CH:50]=[CH:49][CH:48]=[CH:47][C:44]=2[CH2:45][CH2:46][N:40]1[CH:37]1[CH2:36][CH2:35][N:34]([C:2]([O:32][C@@H:26]([C:27]([O:29][CH2:30][CH3:31])=[O:28])[CH2:25][C:18]2[CH:19]=[C:20]([C:21]([F:22])([F:23])[F:24])[C:15]([NH2:14])=[C:16]([Cl:33])[CH:17]=2)=[O:3])[CH2:39][CH2:38]1. (2) Given the reactants C([O-])(=O)C.[NH4+].[CH3:6][O:7][CH2:8][CH2:9][N:10]([CH3:24])[C:11]1[CH:16]=[CH:15][C:14]([C:17](=O)[CH3:18])=[CH:13][C:12]=1[C:20]([F:23])([F:22])[F:21].C([BH3-])#[N:26].[Na+], predict the reaction product. The product is: [NH2:26][CH:17]([C:14]1[CH:15]=[CH:16][C:11]([N:10]([CH2:9][CH2:8][O:7][CH3:6])[CH3:24])=[C:12]([C:20]([F:23])([F:22])[F:21])[CH:13]=1)[CH3:18]. (3) Given the reactants [F:1][C:2]1[CH:7]=[CH:6][C:5]([C:8]2([C:18]3[CH:23]=[CH:22][C:21]([F:24])=[CH:20][CH:19]=3)[CH2:12][CH2:11][N:10]([CH2:13][C:14](O)=[O:15])[C:9]2=[O:17])=[CH:4][CH:3]=1.Br.[F:26][C:27]([F:38])([F:37])[C:28]1[CH:29]=[C:30]2[C:34](=[CH:35][CH:36]=1)[CH2:33][NH:32][CH2:31]2.C(N=C=NCCCN(C)C)C, predict the reaction product. The product is: [F:24][C:21]1[CH:22]=[CH:23][C:18]([C:8]2([C:5]3[CH:4]=[CH:3][C:2]([F:1])=[CH:7][CH:6]=3)[CH2:12][CH2:11][N:10]([CH2:13][C:14](=[O:15])[N:32]3[CH2:31][C:30]4[C:34](=[CH:35][CH:36]=[C:28]([C:27]([F:26])([F:38])[F:37])[CH:29]=4)[CH2:33]3)[C:9]2=[O:17])=[CH:19][CH:20]=1. (4) Given the reactants [NH2:1][C:2]1[N:7]=[C:6]([N:8]2[C:16]3[C:11](=[CH:12][CH:13]=[C:14]([C:17]#[C:18][C:19]([CH3:22])([OH:21])[CH3:20])[CH:15]=3)[CH:10]=[N:9]2)[C:5](Br)=[CH:4][N:3]=1.[CH3:24][N:25]1[CH:29]=[C:28](B2OC(C)(C)C(C)(C)O2)[CH:27]=[N:26]1, predict the reaction product. The product is: [NH2:1][C:2]1[N:7]=[C:6]([N:8]2[C:16]3[C:11](=[CH:12][CH:13]=[C:14]([C:17]#[C:18][C:19]([CH3:22])([OH:21])[CH3:20])[CH:15]=3)[CH:10]=[N:9]2)[C:5]([C:28]2[CH:27]=[N:26][N:25]([CH3:24])[CH:29]=2)=[CH:4][N:3]=1. (5) The product is: [Br:3][C:4]1[CH:11]=[CH:10][C:7]([CH2:8][O:9][CH2:13][C:14]([OH:16])=[O:15])=[CH:6][CH:5]=1. Given the reactants [H-].[Na+].[Br:3][C:4]1[CH:11]=[CH:10][C:7]([CH2:8][OH:9])=[CH:6][CH:5]=1.Br[CH2:13][C:14]([OH:16])=[O:15].CO, predict the reaction product.